The task is: Predict the reaction yield, written as a fraction of the theoretical maximum amount of product (1.0 means a 100% yield; for example, 0.34 means a 34% yield).. This data is from Reaction yield outcomes from USPTO patents with 853,638 reactions. The reactants are [Cl:1][C:2]1[C:35]([C:36]2([C:39]#[N:40])[CH2:38][CH2:37]2)=[CH:34][CH:33]=[CH:32][C:3]=1[C:4]([NH:6][C:7]1[CH:12]=[C:11]([O:13][C:14]2[CH:28]=[CH:27][C:17]3[N:18]=[C:19]([NH:21][C:22]([CH:24]4CC4)=[O:23])[S:20][C:16]=3[C:15]=2[C:29]#[N:30])[CH:10]=[CH:9][C:8]=1[F:31])=[O:5].N1C=CC=CC=1.C(Cl)(=O)C. The catalyst is O1CCCC1.C(OCC)(=O)C. The product is [C:22]([NH:21][C:19]1[S:20][C:16]2[C:15]([C:29]#[N:30])=[C:14]([O:13][C:11]3[CH:10]=[CH:9][C:8]([F:31])=[C:7]([NH:6][C:4](=[O:5])[C:3]4[CH:32]=[CH:33][CH:34]=[C:35]([C:36]([C:39]#[N:40])([CH3:37])[CH3:38])[C:2]=4[Cl:1])[CH:12]=3)[CH:28]=[CH:27][C:17]=2[N:18]=1)(=[O:23])[CH3:24]. The yield is 0.450.